From a dataset of Forward reaction prediction with 1.9M reactions from USPTO patents (1976-2016). Predict the product of the given reaction. (1) Given the reactants [C:1]([CH2:3][C@H:4]1[CH2:9][CH2:8][C@H:7]([NH:10][C:11]2[C:16]([N+:17]([O-])=O)=[CH:15][N:14]=[C:13]3[CH:20]=[CH:21][S:22][C:12]=23)[CH2:6][C@H:5]1[NH:23][C:24](=[O:33])[O:25][CH2:26][C:27]1[CH:32]=[CH:31][CH:30]=[CH:29][CH:28]=1)#[N:2], predict the reaction product. The product is: [NH2:17][C:16]1[C:11]([NH:10][C@@H:7]2[CH2:6][C@@H:5]([NH:23][C:24](=[O:33])[O:25][CH2:26][C:27]3[CH:32]=[CH:31][CH:30]=[CH:29][CH:28]=3)[C@@H:4]([CH2:3][C:1]#[N:2])[CH2:9][CH2:8]2)=[C:12]2[S:22][CH:21]=[CH:20][C:13]2=[N:14][CH:15]=1. (2) Given the reactants Cl[C:2]1[N:7]=[C:6]([O:8][CH3:9])[C:5]([C:10]2[CH:16]=[C:15]([C:17]([F:20])([F:19])[F:18])[CH:14]=[CH:13][C:11]=2[NH2:12])=[CH:4][N:3]=1.C(Cl)(Cl)Cl.[CH3:25][N:26](C)C=O, predict the reaction product. The product is: [NH2:12][C:11]1[CH:13]=[CH:14][C:15]([C:17]([F:20])([F:19])[F:18])=[CH:16][C:10]=1[C:5]1[C:6]([O:8][CH3:9])=[N:7][C:2]([C:25]#[N:26])=[N:3][CH:4]=1. (3) Given the reactants [Cl:1][C:2]1[CH:28]=[CH:27][C:5]([CH2:6][N:7]2[C:15]3[C:10](=[CH:11][C:12]([CH:16]=[C:17]4[S:21][CH:20](SCCC)[NH:19][C:18]4=[O:26])=[CH:13][CH:14]=3)[CH:9]=[N:8]2)=[C:4]([C:29]([F:32])([F:31])[F:30])[CH:3]=1.[CH3:33][NH:34][CH2:35][C:36]1[CH:37]=[N:38][CH:39]=[CH:40][CH:41]=1, predict the reaction product. The product is: [Cl:1][C:2]1[CH:28]=[CH:27][C:5]([CH2:6][N:7]2[C:15]3[C:10](=[CH:11][C:12]([CH:16]=[C:17]4[S:21][C:20]([N:34]([CH3:33])[CH2:35][C:36]5[CH:37]=[N:38][CH:39]=[CH:40][CH:41]=5)=[N:19][C:18]4=[O:26])=[CH:13][CH:14]=3)[CH:9]=[N:8]2)=[C:4]([C:29]([F:30])([F:32])[F:31])[CH:3]=1. (4) Given the reactants [O:1]1[CH:5]=[CH:4][C:3]([C:6]2[N:11]3[N:12]=[C:13]([NH2:15])[N:14]=[C:10]3[CH:9]=[CH:8][CH:7]=2)=[CH:2]1.[CH3:16][O:17][CH2:18][C:19](Cl)=[O:20], predict the reaction product. The product is: [O:1]1[CH:5]=[CH:4][C:3]([C:6]2[N:11]3[N:12]=[C:13]([NH:15][C:19](=[O:20])[CH2:18][O:17][CH3:16])[N:14]=[C:10]3[CH:9]=[CH:8][CH:7]=2)=[CH:2]1. (5) Given the reactants [Cl:1][C:2]1[CH:8]=[C:7](I)[CH:6]=[CH:5][C:3]=1[NH2:4].[CH3:10][C@H:11]1[CH2:16][CH2:15][C@H:14]([C:17]([N:19]([CH:32]([CH3:34])[CH3:33])[C:20]2[CH:21]=[C:22](B(O)O)[S:23][C:24]=2[C:25]([O:27][CH3:28])=[O:26])=[O:18])[CH2:13][CH2:12]1.[F-].[Cs+], predict the reaction product. The product is: [NH2:4][C:3]1[CH:5]=[CH:6][C:7]([C:22]2[S:23][C:24]([C:25]([O:27][CH3:28])=[O:26])=[C:20]([N:19]([C:17]([C@H:14]3[CH2:15][CH2:16][C@H:11]([CH3:10])[CH2:12][CH2:13]3)=[O:18])[CH:32]([CH3:34])[CH3:33])[CH:21]=2)=[CH:8][C:2]=1[Cl:1]. (6) Given the reactants [CH3:1][CH:2]([CH3:25])[CH2:3][CH2:4][O:5][C:6]1[N:14]=[C:13]2[C:9]([N:10]=[C:11]([O:22]C)[N:12]2[CH2:15][CH:16]2[CH2:21][CH2:20][O:19][CH2:18][CH2:17]2)=[C:8]([NH2:24])[N:7]=1.Cl.[OH-].[Na+], predict the reaction product. The product is: [NH2:24][C:8]1[N:7]=[C:6]([O:5][CH2:4][CH2:3][CH:2]([CH3:25])[CH3:1])[N:14]=[C:13]2[C:9]=1[NH:10][C:11](=[O:22])[N:12]2[CH2:15][CH:16]1[CH2:17][CH2:18][O:19][CH2:20][CH2:21]1. (7) Given the reactants [Br:1][C:2]1[CH:3]=[C:4]([CH:9]=[C:10]([NH:14][CH2:15][CH2:16][CH2:17][CH3:18])[C:11]=1[O:12]C)[C:5]([O:7][CH3:8])=[O:6].B(Br)(Br)Br, predict the reaction product. The product is: [Br:1][C:2]1[CH:3]=[C:4]([CH:9]=[C:10]([NH:14][CH2:15][CH2:16][CH2:17][CH3:18])[C:11]=1[OH:12])[C:5]([O:7][CH3:8])=[O:6].